From a dataset of Forward reaction prediction with 1.9M reactions from USPTO patents (1976-2016). Predict the product of the given reaction. (1) Given the reactants OCC1CC=1CC.[Mg:8].[Br:9]CCBr.Br[CH2:14][CH2:15][CH2:16][CH2:17][CH2:18][CH2:19][CH3:20], predict the reaction product. The product is: [CH2:14]([Mg:8][Br:9])[CH2:15][CH2:16][CH2:17][CH2:18][CH2:19][CH3:20]. (2) Given the reactants [CH3:1][O:2][C:3](=[O:13])[NH:4][C:5]1[CH:10]=[CH:9][C:8]([Br:11])=[C:7]([CH3:12])[CH:6]=1.[I:14]N1C(=O)CCC1=O.FC(F)(F)S(O)(=O)=O, predict the reaction product. The product is: [CH3:1][O:2][C:3](=[O:13])[NH:4][C:5]1[CH:6]=[C:7]([CH3:12])[C:8]([Br:11])=[CH:9][C:10]=1[I:14]. (3) Given the reactants C([C@:3]([O:8]S(C(F)(F)F)(=O)=O)([CH3:7])[C:4]([OH:6])=[O:5])C.[H-].[Na+].O[CH:19]1[CH:24]([C:25]2[CH:30]=[CH:29][C:28]([O:31][CH2:32][CH2:33][CH2:34][O:35][CH2:36][C:37]3[CH:42]=[CH:41][CH:40]=[CH:39][C:38]=3[O:43][CH3:44])=[CH:27][CH:26]=2)[CH2:23][CH2:22][N:21]([C:45]([O:47][C:48]([CH3:51])([CH3:50])[CH3:49])=[O:46])[CH2:20]1.O1CC[CH2:54][CH2:53]1, predict the reaction product. The product is: [CH2:53]([O:6][C:4]([C@@H:3]([O:8][CH:23]1[CH:24]([C:25]2[CH:30]=[CH:29][C:28]([O:31][CH2:32][CH2:33][CH2:34][O:35][CH2:36][C:37]3[CH:42]=[CH:41][CH:40]=[CH:39][C:38]=3[O:43][CH3:44])=[CH:27][CH:26]=2)[CH2:19][CH2:20][N:21]([C:45]([O:47][C:48]([CH3:49])([CH3:50])[CH3:51])=[O:46])[CH2:22]1)[CH3:7])=[O:5])[CH3:54]. (4) Given the reactants [Br:1][C:2]1[C:3]([F:21])=[CH:4][C:5]([F:20])=[C:6]([C@@:8]([NH:13][S@@](C(C)(C)C)=O)([CH2:10][CH2:11][OH:12])[CH3:9])[CH:7]=1.Cl.O1CCOCC1, predict the reaction product. The product is: [NH2:13][C@@:8]([C:6]1[CH:7]=[C:2]([Br:1])[C:3]([F:21])=[CH:4][C:5]=1[F:20])([CH3:9])[CH2:10][CH2:11][OH:12]. (5) The product is: [CH3:36][O:35][C:26]1[CH:27]=[C:28]([C:31]([F:34])([F:33])[F:32])[CH:29]=[CH:30][C:25]=1[C:23]([C:9]1[N:10]([S:13]([C:16]2[CH:22]=[CH:21][C:19]([CH3:20])=[CH:18][CH:17]=2)(=[O:15])=[O:14])[CH:11]=[CH:12][C:8]=1[N:4]1[CH:5]=[CH:6][CH:7]=[C:3]1[CH:2]=[O:1])=[O:24]. Given the reactants [OH:1][CH2:2][C:3]1[N:4]([C:8]2[CH:12]=[CH:11][N:10]([S:13]([C:16]3[CH:22]=[CH:21][C:19]([CH3:20])=[CH:18][CH:17]=3)(=[O:15])=[O:14])[C:9]=2[C:23]([C:25]2[CH:30]=[CH:29][C:28]([C:31]([F:34])([F:33])[F:32])=[CH:27][C:26]=2[O:35][CH3:36])=[O:24])[CH:5]=[CH:6][CH:7]=1, predict the reaction product. (6) Given the reactants [C:1]([O:5][C:6](=[O:40])[N:7]([C@H:9]([C:11](=[O:39])[NH:12][C@@H:13]1[C:19](=[O:20])[N:18]([CH2:21][C:22]2[C:31]3[C:26](=[CH:27][C:28](Br)=[CH:29][CH:30]=3)[CH:25]=[CH:24][C:23]=2[O:33][CH3:34])[C:17]2[CH:35]=[CH:36][CH:37]=[CH:38][C:16]=2[CH2:15][CH2:14]1)[CH3:10])[CH3:8])([CH3:4])([CH3:3])[CH3:2].C(OC([N:48]1[CH:52]=[C:51](B(O)O)[CH:50]=[N:49]1)=O)(C)(C)C, predict the reaction product. The product is: [C:1]([O:5][C:6](=[O:40])[N:7]([C@H:9]([C:11](=[O:39])[NH:12][C@@H:13]1[C:19](=[O:20])[N:18]([CH2:21][C:22]2[C:31]3[C:26](=[CH:27][C:28]([C:51]4[CH:52]=[N:48][NH:49][CH:50]=4)=[CH:29][CH:30]=3)[CH:25]=[CH:24][C:23]=2[O:33][CH3:34])[C:17]2[CH:35]=[CH:36][CH:37]=[CH:38][C:16]=2[CH2:15][CH2:14]1)[CH3:10])[CH3:8])([CH3:4])([CH3:3])[CH3:2]. (7) Given the reactants Br[C:2]1[CH:7]=[CH:6][CH:5]=[C:4]([Cl:8])[C:3]=1[Cl:9].[Mg].II.C(OC([N:20](C(OC(C)(C)C)=O)[C@H:21]([CH2:32][CH2:33]/[CH:34]=[CH:35]/[N+:36]([O-])=O)[C:22](OCC1C=CC=CC=1)=[O:23])=O)(C)(C)C, predict the reaction product. The product is: [NH2:20][C@@H:21]1[CH2:32][CH2:33][CH:34]([C:2]2[CH:7]=[CH:6][CH:5]=[C:4]([Cl:8])[C:3]=2[Cl:9])[CH2:35][NH:36][C:22]1=[O:23]. (8) Given the reactants F[C:2]1[CH:11]=[CH:10][C:5]([C:6]([O:8][CH3:9])=[O:7])=[CH:4][C:3]=1[N+:12]([O-:14])=[O:13].C(N(C(C)C)C(C)C)C.[NH2:24][CH2:25][C@H:26]1[CH2:30][CH2:29][CH2:28][N:27]1[C:31]([O:33][C:34]([CH3:37])([CH3:36])[CH3:35])=[O:32], predict the reaction product. The product is: [CH3:9][O:8][C:6]([C:5]1[CH:10]=[CH:11][C:2]([NH:24][CH2:25][C@H:26]2[CH2:30][CH2:29][CH2:28][N:27]2[C:31]([O:33][C:34]([CH3:37])([CH3:36])[CH3:35])=[O:32])=[C:3]([N+:12]([O-:14])=[O:13])[CH:4]=1)=[O:7]. (9) Given the reactants [CH2:1]([O:3][C:4]1[CH:5]=[C:6]([CH:12]([N:17]2[CH2:25][C:24]3[C:19](=[CH:20][CH:21]=[CH:22][CH:23]=3)[C:18]2=[O:26])[CH2:13][C:14](O)=[O:15])[CH:7]=[CH:8][C:9]=1[O:10][CH3:11])[CH3:2].Cl.[NH2:28][OH:29].O, predict the reaction product. The product is: [CH2:1]([O:3][C:4]1[CH:5]=[C:6]([CH:12]([N:17]2[CH2:25][C:24]3[C:19](=[CH:20][CH:21]=[CH:22][CH:23]=3)[C:18]2=[O:26])[CH2:13][C:14]([NH:28][OH:29])=[O:15])[CH:7]=[CH:8][C:9]=1[O:10][CH3:11])[CH3:2].